Task: Predict the reaction yield, written as a fraction of the theoretical maximum amount of product (1.0 means a 100% yield; for example, 0.34 means a 34% yield).. Dataset: Reaction yield outcomes from USPTO patents with 853,638 reactions (1) The reactants are [CH2:1]([N:3]1[CH2:8][CH2:7][CH2:6][CH:5](CO)[CH2:4]1)[CH3:2].[CH2:11]([S:13]([C:16]1[CH:17]=[C:18]([C:22]2[C:27]3[C:28]4[CH:34]=[C:33]([CH3:35])[CH:32]=[N:31][C:29]=4[NH:30][C:26]=3[C:25]([O:36][CH2:37]CCN(C)C)=[N:24][CH:23]=2)[CH:19]=[CH:20][CH:21]=1)(=[O:15])=[O:14])[CH3:12]. No catalyst specified. The product is [CH2:11]([S:13]([C:16]1[CH:17]=[C:18]([C:22]2[C:27]3[C:28]4[CH:34]=[C:33]([CH3:35])[CH:32]=[N:31][C:29]=4[NH:30][C:26]=3[C:25]([O:36][CH2:37][CH:6]3[CH2:5][CH2:4][N:3]([CH2:1][CH3:2])[CH2:8][CH2:7]3)=[N:24][CH:23]=2)[CH:19]=[CH:20][CH:21]=1)(=[O:14])=[O:15])[CH3:12]. The yield is 0.240. (2) The reactants are [NH2:1][C:2]1[C:10]([F:11])=[CH:9][CH:8]=[CH:7][C:3]=1[C:4](O)=[O:5].[CH:12]([N:15](C(C)C)CC)(C)C.C1CN([P+](ON2N=NC3C=CC=CC2=3)(N2CCCC2)N2CCCC2)CC1.F[P-](F)(F)(F)(F)F.CN.C1COCC1. The catalyst is C(Cl)Cl. The product is [NH2:1][C:2]1[C:10]([F:11])=[CH:9][CH:8]=[CH:7][C:3]=1[C:4]([NH:15][CH3:12])=[O:5]. The yield is 0.740. (3) The reactants are [Cl:1][C:2]1[CH:7]=[CH:6][C:5]([CH:8]([C:20]2[CH:25]=[CH:24][CH:23]=[CH:22][CH:21]=2)[NH:9][C:10](=[O:19])[CH2:11][C:12]2[CH:17]=[CH:16][C:15]([OH:18])=[CH:14][CH:13]=2)=[CH:4][CH:3]=1.[H-].[Na+].Cl[CH2:29][C:30]1[CH:34]=[C:33]([CH3:35])[O:32][N:31]=1. The catalyst is CN(C=O)C. The product is [Cl:1][C:2]1[CH:7]=[CH:6][C:5]([CH:8]([C:20]2[CH:21]=[CH:22][CH:23]=[CH:24][CH:25]=2)[NH:9][C:10](=[O:19])[CH2:11][C:12]2[CH:17]=[CH:16][C:15]([O:18][CH2:29][C:30]3[CH:34]=[C:33]([CH3:35])[O:32][N:31]=3)=[CH:14][CH:13]=2)=[CH:4][CH:3]=1. The yield is 0.252. (4) The reactants are [NH2:1][C:2]1[CH:11]=[CH:10][C:5]([C:6]([O:8][CH3:9])=[O:7])=[CH:4][CH:3]=1.[F:12][C:13]1[CH:20]=[CH:19][C:16]([CH:17]=O)=[CH:15][C:14]=1[N+:21]([O-:23])=[O:22]. The catalyst is C(O)C. The product is [F:12][C:13]1[CH:20]=[CH:19][C:16](/[CH:17]=[N:1]/[C:2]2[CH:3]=[CH:4][C:5]([C:6]([O:8][CH3:9])=[O:7])=[CH:10][CH:11]=2)=[CH:15][C:14]=1[N+:21]([O-:23])=[O:22]. The yield is 0.830. (5) The reactants are [Cl:1][C:2]1[C:7]([F:8])=[C:6](Cl)[N:5]=[CH:4][N:3]=1.[CH2:10]([Sn](CCCC)(CCCC)C=C)[CH2:11]CC.[F-].[K+]. The catalyst is ClCCl.[Pd](Cl)Cl.C1(P(C2C=CC=CC=2)C2C=CC=CC=2)C=CC=CC=1.C1(P(C2C=CC=CC=2)C2C=CC=CC=2)C=CC=CC=1. The product is [Cl:1][C:2]1[C:7]([F:8])=[C:6]([CH:10]=[CH2:11])[N:5]=[CH:4][N:3]=1. The yield is 0.630. (6) The reactants are Br[C:2]1[C:3](=[O:10])[N:4]([CH3:9])[CH:5]=[C:6]([Br:8])[N:7]=1.[C:11]1([NH2:18])[CH:16]=[CH:15][CH:14]=[C:13]([NH2:17])[CH:12]=1.C(N(CC)CC)C. The catalyst is C(O)(C)C. The product is [NH2:17][C:13]1[CH:12]=[C:11]([NH:18][C:2]2[C:3](=[O:10])[N:4]([CH3:9])[CH:5]=[C:6]([Br:8])[N:7]=2)[CH:16]=[CH:15][CH:14]=1. The yield is 0.810.